From a dataset of Reaction yield outcomes from USPTO patents with 853,638 reactions. Predict the reaction yield, written as a fraction of the theoretical maximum amount of product (1.0 means a 100% yield; for example, 0.34 means a 34% yield). (1) The reactants are C[O:2][C:3]1[C:8]2[C:9](=[O:29])/[C:10](=[CH:12]/[C:13]3[C:21]4[C:16](=[CH:17][CH:18]=[CH:19][CH:20]=4)[N:15]([CH3:22])[C:14]=3[C:23]3[CH:28]=[CH:27][CH:26]=[CH:25][CH:24]=3)/[O:11][C:7]=2[CH:6]=[C:5]([O:30][CH3:31])[CH:4]=1.B(Br)(Br)Br. The catalyst is ClCCl. The product is [OH:2][C:3]1[C:8]2[C:9](=[O:29])/[C:10](=[CH:12]/[C:13]3[C:21]4[C:16](=[CH:17][CH:18]=[CH:19][CH:20]=4)[N:15]([CH3:22])[C:14]=3[C:23]3[CH:28]=[CH:27][CH:26]=[CH:25][CH:24]=3)/[O:11][C:7]=2[CH:6]=[C:5]([O:30][CH3:31])[CH:4]=1. The yield is 0.464. (2) The reactants are [CH2:1]([N:3]([CH2:36][CH3:37])[CH2:4][CH2:5][CH2:6][NH:7][C:8]1[N:9]=[C:10]([C:27]2[CH:28]=[C:29]([CH:33]=[CH:34][CH:35]=2)[C:30]([OH:32])=O)[C:11]2[CH:17]=[CH:16][C:15](=[O:18])[N:14]([C:19]3[C:24]([F:25])=[CH:23][CH:22]=[CH:21][C:20]=3[F:26])[C:12]=2[N:13]=1)[CH3:2].CN(C(O[N:53]1N=[N:53][C:48]2[CH:49]=[CH:50][CH:50]=[CH:49][C:48]1=2)=[N+](C)C)C.F[P-](F)(F)(F)(F)F.C(N(CC)CC)C.C1(N)CC1. The catalyst is CN(C=O)C. The product is [CH:48]1([NH:53][C:30](=[O:32])[C:29]2[CH:33]=[CH:34][CH:35]=[C:27]([C:10]3[C:11]4[CH:17]=[CH:16][C:15](=[O:18])[N:14]([C:19]5[C:24]([F:25])=[CH:23][CH:22]=[CH:21][C:20]=5[F:26])[C:12]=4[N:13]=[C:8]([NH:7][CH2:6][CH2:5][CH2:4][N:3]([CH2:36][CH3:37])[CH2:1][CH3:2])[N:9]=3)[CH:28]=2)[CH2:50][CH2:49]1. The yield is 0.466. (3) The reactants are [CH3:1][C:2]([C:7]1[CH:12]=[CH:11][CH:10]=[CH:9][CH:8]=1)([CH3:6])[C:3](O)=[O:4].CSC.B.CO.O. The catalyst is C1COCC1. The product is [CH3:6][C:2]([C:7]1[CH:12]=[CH:11][CH:10]=[CH:9][CH:8]=1)([CH3:1])[CH2:3][OH:4]. The yield is 0.770. (4) The reactants are [CH3:1][C:2]1[CH:7]=[CH:6][C:5]([C:8]2[N:12]([C:13]3[CH:18]=[CH:17][C:16]([NH2:19])=[CH:15][CH:14]=3)[N:11]=[C:10]([C:20]([F:23])([F:22])[F:21])[CH:9]=2)=[CH:4][CH:3]=1.C(N(CC)CC)C.[C:31](Cl)(=[O:34])[CH2:32][CH3:33].Cl. The catalyst is C(Cl)Cl. The product is [CH3:1][C:2]1[CH:3]=[CH:4][C:5]([C:8]2[N:12]([C:13]3[CH:18]=[CH:17][C:16]([NH:19][C:31](=[O:34])[CH2:32][CH3:33])=[CH:15][CH:14]=3)[N:11]=[C:10]([C:20]([F:23])([F:21])[F:22])[CH:9]=2)=[CH:6][CH:7]=1. The yield is 0.770. (5) The reactants are [Cl:1][C:2]1[CH:7]=[C:6]([Cl:8])[CH:5]=[CH:4][C:3]=1[C:9]1[C:10]([C:21]#[N:22])=[CH:11][C:12]2[N:13]([C:15]([N+:18]([O-])=O)=[CH:16][N:17]=2)[CH:14]=1.[OH2:23].[OH2:24].[Sn](Cl)Cl. The catalyst is CCO. The product is [NH2:22][CH2:21][C:10]1[C:9]([C:3]2[CH:4]=[CH:5][C:6]([Cl:8])=[CH:7][C:2]=2[Cl:1])=[CH:14][N:13]2[C:15]([NH:18][C:9]([CH:3]3[CH2:4][CH2:5][O:24][CH2:7][CH2:2]3)=[O:23])=[CH:16][N:17]=[C:12]2[CH:11]=1. The yield is 0.280. (6) The reactants are [OH:1][C:2]1[C:7]2[CH:8]=[C:9]([CH3:11])[O:10][C:6]=2[CH:5]=[C:4]([C:12]([O:14][CH2:15][CH3:16])=[O:13])[CH:3]=1.F[C:18]1[CH:23]=[CH:22][C:21]([S:24]([CH3:27])(=[O:26])=[O:25])=[CH:20][CH:19]=1.C([O-])([O-])=O.[Cs+].[Cs+]. The catalyst is CN(C=O)C. The product is [CH3:11][C:9]1[O:10][C:6]2[CH:5]=[C:4]([C:12]([O:14][CH2:15][CH3:16])=[O:13])[CH:3]=[C:2]([O:1][C:18]3[CH:23]=[CH:22][C:21]([S:24]([CH3:27])(=[O:26])=[O:25])=[CH:20][CH:19]=3)[C:7]=2[CH:8]=1. The yield is 0.660.